Dataset: Catalyst prediction with 721,799 reactions and 888 catalyst types from USPTO. Task: Predict which catalyst facilitates the given reaction. (1) The catalyst class is: 27. Reactant: [CH3:1][N:2]([CH3:29])[C@H:3]1[CH2:7][CH2:6][N:5]([C:8]2[C:13]([C:14]3[O:15][C:16](=[O:28])[C:17]4[C:23]([CH2:24][CH3:25])=[CH:22][C:21]([O:26][CH3:27])=[CH:20][C:18]=4[N:19]=3)=[CH:12][CH:11]=[CH:10][N:9]=2)[CH2:4]1.[CH3:30][S:31]([OH:34])(=[O:33])=[O:32]. Product: [OH2:15].[CH3:30][S:31]([OH:34])(=[O:33])=[O:32].[CH3:29][N:2]([CH3:1])[C@H:3]1[CH2:7][CH2:6][N:5]([C:8]2[C:13]([C:14]3[O:15][C:16](=[O:28])[C:17]4[C:23]([CH2:24][CH3:25])=[CH:22][C:21]([O:26][CH3:27])=[CH:20][C:18]=4[N:19]=3)=[CH:12][CH:11]=[CH:10][N:9]=2)[CH2:4]1. (2) Reactant: [CH3:1][C:2]([C:4]1[C:12]2[C:11]([N:13]3[CH2:18][CH2:17][CH:16]([NH:19][C:20](=[O:27])[C:21]4[CH:26]=[CH:25][CH:24]=[CH:23][CH:22]=4)[CH2:15][CH2:14]3)=[N:10][CH:9]=[N:8][C:7]=2[N:6](S(C2C=CC=CC=2)(=O)=O)[CH:5]=1)=[CH2:3].C(=O)([O-])[O-].[Cs+].[Cs+]. Product: [CH3:3][C:2]([C:4]1[C:12]2[C:7]([NH:8][CH:9]=[N:10][C:11]=2[N:13]2[CH2:14][CH2:15][CH:16]([NH:19][C:20](=[O:27])[C:21]3[CH:22]=[CH:23][CH:24]=[CH:25][CH:26]=3)[CH2:17][CH2:18]2)=[N:6][CH:5]=1)=[CH2:1]. The catalyst class is: 36. (3) The catalyst class is: 52. Product: [Br:8][C:10]1[S:9][CH:13]=[CH:12][C:11]=1[CH2:14][CH2:15][OH:16]. Reactant: C1C(=O)N([Br:8])C(=O)C1.[S:9]1[CH:13]=[CH:12][C:11]([CH2:14][CH2:15][OH:16])=[CH:10]1.C(Cl)Cl.O. (4) Reactant: [CH2:1]([N:8]=[C:9]=[O:10])[C:2]1[CH:7]=[CH:6][CH:5]=[CH:4][CH:3]=1.Cl.[NH2:12][CH2:13][C:14]1[CH:22]=[CH:21][CH:20]=[C:19]2[C:15]=1[CH2:16][N:17]([CH:24]1[CH2:29][CH2:28][C:27](=[O:30])[NH:26][C:25]1=[O:31])[C:18]2=[O:23].C(N(CC)CC)C. Product: [CH2:1]([NH:8][C:9]([NH:12][CH2:13][C:14]1[CH:22]=[CH:21][CH:20]=[C:19]2[C:15]=1[CH2:16][N:17]([CH:24]1[CH2:29][CH2:28][C:27](=[O:30])[NH:26][C:25]1=[O:31])[C:18]2=[O:23])=[O:10])[C:2]1[CH:7]=[CH:6][CH:5]=[CH:4][CH:3]=1. The catalyst class is: 1. (5) Reactant: [Br:1][C:2]1[CH:7]=[CH:6][C:5]([S:8](Cl)(=[O:10])=[O:9])=[C:4]([C:12]([F:15])([F:14])[F:13])[CH:3]=1.[NH:16]1[CH2:21][CH2:20][O:19][CH2:18][CH2:17]1.C(N(CC)CC)C.C(OCC)(=O)C. Product: [Br:1][C:2]1[CH:7]=[CH:6][C:5]([S:8]([N:16]2[CH2:21][CH2:20][O:19][CH2:18][CH2:17]2)(=[O:10])=[O:9])=[C:4]([C:12]([F:15])([F:14])[F:13])[CH:3]=1. The catalyst class is: 1. (6) Reactant: [CH:1]([C:3]1[CH:4]=[C:5]2[C:10](=[C:11]([CH3:13])[CH:12]=1)[O:9][CH:8]([C:14]([F:17])([F:16])[F:15])[C:7]([C:18]([O:20][CH2:21][CH3:22])=[O:19])=[CH:6]2)=[O:2].[BH4-].[Na+].Cl. Product: [OH:2][CH2:1][C:3]1[CH:4]=[C:5]2[C:10](=[C:11]([CH3:13])[CH:12]=1)[O:9][CH:8]([C:14]([F:16])([F:17])[F:15])[C:7]([C:18]([O:20][CH2:21][CH3:22])=[O:19])=[CH:6]2. The catalyst class is: 219. (7) Reactant: [Br:1][C:2]1[CH:26]=[CH:25][C:24]([F:27])=[CH:23][C:3]=1[O:4][CH:5]1[CH2:10][CH2:9][N:8]([C:11]2[N:12]=[CH:13][C:14]3[N:19]=[C:18]([C:20]([NH2:22])=O)[S:17][C:15]=3[N:16]=2)[CH2:7][CH2:6]1.CCN(CC)CC.C(OC(C(F)(F)F)=O)(C(F)(F)F)=O. Product: [Br:1][C:2]1[CH:26]=[CH:25][C:24]([F:27])=[CH:23][C:3]=1[O:4][CH:5]1[CH2:10][CH2:9][N:8]([C:11]2[N:12]=[CH:13][C:14]3[N:19]=[C:18]([C:20]#[N:22])[S:17][C:15]=3[N:16]=2)[CH2:7][CH2:6]1. The catalyst class is: 1. (8) Reactant: [C:1]1([CH:7]=O)[CH2:6][CH2:5][CH2:4][CH2:3][CH:2]=1.C(O)(=O)C.C(O[BH-](OC(=O)C)OC(=O)C)(=O)C.[Na+].[Cl:27][C:28]1[CH:33]=[CH:32][CH:31]=[C:30]([C:34]([F:37])([F:36])[F:35])[C:29]=1[CH2:38][N:39]1[CH2:43][C@@H:42]([CH3:44])[C@@:41]([CH2:54][C:55]([OH:57])=[O:56])([C:45](=[O:53])[NH:46][CH:47]2[CH2:52][CH2:51][NH:50][CH2:49][CH2:48]2)[CH2:40]1. Product: [Cl:27][C:28]1[CH:33]=[CH:32][CH:31]=[C:30]([C:34]([F:35])([F:37])[F:36])[C:29]=1[CH2:38][N:39]1[CH2:43][C@H:42]([CH3:44])[C@:41]([CH2:54][C:55]([OH:57])=[O:56])([C:45](=[O:53])[NH:46][CH:47]2[CH2:48][CH2:49][N:50]([CH2:7][C:1]3[CH2:6][CH2:5][CH2:4][CH2:3][CH:2]=3)[CH2:51][CH2:52]2)[CH2:40]1. The catalyst class is: 193. (9) Reactant: [Cl:1][C:2]1[CH:8]=[C:7]([Br:9])[CH:6]=[CH:5][C:3]=1[NH2:4].[Li+].C[Si]([N-][Si](C)(C)C)(C)C.Cl[C:21]1[C:26]([C:27]([OH:29])=[O:28])=[CH:25][N:24]=[C:23]([Cl:30])[CH:22]=1. Product: [Br:9][C:7]1[CH:6]=[CH:5][C:3]([NH:4][C:21]2[C:26]([C:27]([OH:29])=[O:28])=[CH:25][N:24]=[C:23]([Cl:30])[CH:22]=2)=[C:2]([Cl:1])[CH:8]=1. The catalyst class is: 1.